This data is from Reaction yield outcomes from USPTO patents with 853,638 reactions. The task is: Predict the reaction yield, written as a fraction of the theoretical maximum amount of product (1.0 means a 100% yield; for example, 0.34 means a 34% yield). The reactants are [CH3:1][C:2]1[CH:11]=[CH:10][C:9]2[C:4](=[CH:5][CH:6]=[C:7]3[O:15][CH2:14][C@H:13]([CH2:16][OH:17])[O:12][C:8]3=2)[N:3]=1.[S:18](Cl)([C:21]1[CH:27]=[CH:26][C:24]([Br:25])=[CH:23][CH:22]=1)(=[O:20])=[O:19].C(N(CC)CC)C.O. The catalyst is C1(C)C=CC=CC=1.C(O)(C)C.CN(C1C=CC=CN=1)C. The product is [Br:25][C:24]1[CH:26]=[CH:27][C:21]([S:18]([O:17][CH2:16][C@@H:13]2[O:12][C:8]3=[C:9]4[C:4](=[CH:5][CH:6]=[C:7]3[O:15][CH2:14]2)[N:3]=[C:2]([CH3:1])[CH:11]=[CH:10]4)(=[O:20])=[O:19])=[CH:22][CH:23]=1. The yield is 0.769.